This data is from Retrosynthesis with 50K atom-mapped reactions and 10 reaction types from USPTO. The task is: Predict the reactants needed to synthesize the given product. (1) Given the product Cc1c(Cc2ccccc2S(=O)(=O)c2ccccc2)c2c(n1CC(=O)O)CCC(C)(C)C2, predict the reactants needed to synthesize it. The reactants are: CCOC(=O)Cn1c(C)c(Cc2ccccc2S(=O)(=O)c2ccccc2)c2c1CCC(C)(C)C2. (2) The reactants are: Cc1nc(Cl)c([N+](=O)[O-])c(Cl)c1C.NCCC1CCN(Cc2ccccc2)CC1. Given the product Cc1nc(Cl)c([N+](=O)[O-])c(NCCC2CCN(Cc3ccccc3)CC2)c1C, predict the reactants needed to synthesize it.